This data is from Forward reaction prediction with 1.9M reactions from USPTO patents (1976-2016). The task is: Predict the product of the given reaction. (1) Given the reactants C(OC(=O)[NH:10][CH:11]([C:24](=[O:44])[N:25]([CH2:34][C:35]1[C:40]2[N:41]=[CH:42][S:43][C:39]=2[CH:38]=[CH:37][CH:36]=1)[CH2:26][CH:27]([O:31][CH2:32][CH3:33])[O:28][CH2:29][CH3:30])[CH2:12][C:13]1[CH:18]=[CH:17][C:16]([O:19][C:20]([CH3:23])([CH3:22])[CH3:21])=[CH:15][CH:14]=1)C1C=CC=CC=1, predict the reaction product. The product is: [NH2:10][CH:11]([CH2:12][C:13]1[CH:14]=[CH:15][C:16]([O:19][C:20]([CH3:22])([CH3:21])[CH3:23])=[CH:17][CH:18]=1)[C:24]([N:25]([CH2:34][C:35]1[C:40]2[N:41]=[CH:42][S:43][C:39]=2[CH:38]=[CH:37][CH:36]=1)[CH2:26][CH:27]([O:31][CH2:32][CH3:33])[O:28][CH2:29][CH3:30])=[O:44]. (2) Given the reactants Cl.[CH3:2][C:3]1[CH:8]=[CH:7][C:6]([C:9](=[O:20])[CH2:10][C:11]2[NH:15][C:14]3[CH2:16][CH2:17][CH2:18][CH2:19][C:13]=3[N:12]=2)=[CH:5][CH:4]=1.C[O-].[Na+].[C:24](OC)(=[O:27])[C:25]#[CH:26], predict the reaction product. The product is: [CH3:2][C:3]1[CH:8]=[CH:7][C:6]([C:9]([C:10]2[CH:26]=[CH:25][C:24](=[O:27])[N:15]3[C:14]4[CH2:16][CH2:17][CH2:18][CH2:19][C:13]=4[NH:12][C:11]=23)=[O:20])=[CH:5][CH:4]=1. (3) Given the reactants [F:8][C:7]([F:10])([F:9])[C:6](O[C:6](=[O:11])[C:7]([F:10])([F:9])[F:8])=[O:11].[N+:14]([C:17]1[CH:22]=[CH:21][C:20]([C:23]2([CH2:26][NH2:27])[CH2:25][CH2:24]2)=[CH:19][CH:18]=1)([O-:16])=[O:15].C(N(CC)CC)C, predict the reaction product. The product is: [F:10][C:7]([F:8])([F:9])[C:6]([NH:27][CH2:26][C:23]1([C:20]2[CH:21]=[CH:22][C:17]([N+:14]([O-:16])=[O:15])=[CH:18][CH:19]=2)[CH2:24][CH2:25]1)=[O:11].